This data is from Catalyst prediction with 721,799 reactions and 888 catalyst types from USPTO. The task is: Predict which catalyst facilitates the given reaction. Reactant: [Cl:1][C:2]1[CH:7]=[N:6][C:5]([C:8]([F:11])([F:10])[F:9])=[CH:4][N:3]=1.[NH2:12][C@H:13]1[CH2:17][CH2:16][CH2:15][C@@H:14]1[NH:18]C(=O)OC(C)(C)C.CCN(C(C)C)C(C)C.Cl.O1CCOCC1. Product: [ClH:1].[F:9][C:8]([F:11])([F:10])[C:5]1[N:6]=[CH:7][C:2]([NH:12][C@H:13]2[CH2:17][CH2:16][CH2:15][C@@H:14]2[NH2:18])=[N:3][CH:4]=1. The catalyst class is: 16.